This data is from Full USPTO retrosynthesis dataset with 1.9M reactions from patents (1976-2016). The task is: Predict the reactants needed to synthesize the given product. (1) Given the product [CH2:6]([O:8][C:9]1[CH:14]=[CH:13][C:12]([C:15]2[CH:20]=[CH:19][C:18]([CH2:21][NH:22][CH2:23][C:24]3[N:28]([C:29]4[CH:34]=[CH:33][CH:32]=[CH:31][C:30]=4[F:35])[C:27](=[O:36])[N:26]([C:37]4[CH:42]=[CH:41][C:40]([C:43]([F:45])([F:46])[F:44])=[CH:39][CH:38]=4)[N:25]=3)=[CH:17][CH:16]=2)=[CH:11][C:10]=1[CH2:47][C:48]([OH:50])=[O:49])[CH3:7], predict the reactants needed to synthesize it. The reactants are: C1COCC1.[CH2:6]([O:8][C:9]1[CH:14]=[CH:13][C:12]([C:15]2[CH:20]=[CH:19][C:18]([CH2:21][NH:22][CH2:23][C:24]3[N:28]([C:29]4[CH:34]=[CH:33][CH:32]=[CH:31][C:30]=4[F:35])[C:27](=[O:36])[N:26]([C:37]4[CH:42]=[CH:41][C:40]([C:43]([F:46])([F:45])[F:44])=[CH:39][CH:38]=4)[N:25]=3)=[CH:17][CH:16]=2)=[CH:11][C:10]=1[CH2:47][C:48]([O:50]C)=[O:49])[CH3:7].[OH-].[Li+].C(O)(=O)CC(CC(O)=O)(C(O)=O)O. (2) Given the product [CH3:1][CH:2]([CH3:19])[CH2:3][C:4]1[N:5]([CH2:33][C:30]2[N:29]=[C:28]([C:24]3[CH:25]=[CH:26][CH:27]=[C:22]([C:21]([F:36])([F:20])[F:35])[CH:23]=3)[O:32][N:31]=2)[C:6]2[C:11]([CH:12]=1)=[C:10]([C:13]([F:16])([F:14])[F:15])[C:9]([C:17]#[N:18])=[CH:8][CH:7]=2, predict the reactants needed to synthesize it. The reactants are: [CH3:1][CH:2]([CH3:19])[CH2:3][C:4]1[NH:5][C:6]2[C:11]([CH:12]=1)=[C:10]([C:13]([F:16])([F:15])[F:14])[C:9]([C:17]#[N:18])=[CH:8][CH:7]=2.[F:20][C:21]([F:36])([F:35])[C:22]1[CH:23]=[C:24]([C:28]2[O:32][N:31]=[C:30]([CH2:33]Cl)[N:29]=2)[CH:25]=[CH:26][CH:27]=1. (3) Given the product [Br:2][C:3]1[CH:4]=[C:5]2[C:14]([CH2:13][C:7]3([C:6]2=[NH:17])[CH2:12][CH2:11][O:10][CH2:9][CH2:8]3)=[CH:15][CH:16]=1, predict the reactants needed to synthesize it. The reactants are: Cl.[Br:2][C:3]1[CH:4]=[C:5]2[C:14](=[CH:15][CH:16]=1)[CH2:13][C:7]1([CH2:12][CH2:11][O:10][CH2:9][CH2:8]1)[C:6]2=[N:17]S(C(C)(C)C)=O.CCOCC. (4) Given the product [NH3:8].[CH3:1][OH:5].[OH:14][CH2:15][C:16]([O:18][C@H:19]([CH2:48][N:49]([S:54]([C:57]1[CH:65]=[CH:64][C:60]2[O:61][CH2:62][O:63][C:59]=2[CH:58]=1)(=[O:56])=[O:55])[CH2:50][CH:51]([CH3:52])[CH3:53])[C@@H:20]([NH:36][C:37]([O:39][C@@H:40]1[C@H:47]2[C@H:43]([O:44][CH2:45][CH2:46]2)[O:42][CH2:41]1)=[O:38])[CH2:21][C:22]1[CH:23]=[CH:24][C:25]([O:28][CH2:29][C:30]2[N:31]=[C:32]([CH3:35])[S:33][CH:34]=2)=[CH:26][CH:27]=1)=[O:17], predict the reactants needed to synthesize it. The reactants are: [C:1]([O:5]C([NH:8]CCCC([O:14][CH2:15][C:16]([O:18][C@H:19]([CH2:48][N:49]([S:54]([C:57]1[CH:65]=[CH:64][C:60]2[O:61][CH2:62][O:63][C:59]=2[CH:58]=1)(=[O:56])=[O:55])[CH2:50][CH:51]([CH3:53])[CH3:52])[C@@H:20]([NH:36][C:37]([O:39][C@@H:40]1[C@H:47]2[C@H:43]([O:44][CH2:45][CH2:46]2)[O:42][CH2:41]1)=[O:38])[CH2:21][C:22]1[CH:27]=[CH:26][C:25]([O:28][CH2:29][C:30]2[N:31]=[C:32]([CH3:35])[S:33][CH:34]=2)=[CH:24][CH:23]=1)=[O:17])=O)=O)(C)(C)C.FC(F)(F)C(O)=O. (5) Given the product [NH:30]1[C:4]2[C:5]3[C:6]([CH:7]=[CH:8][C:3]=2[N:2]=[N:31]1)=[CH:9][CH:22]=[CH:17][CH:28]=3, predict the reactants needed to synthesize it. The reactants are: C[NH:2][C:3]1[CH:8]=[CH:7][C:6]2[C:9]3(O[C:28](=O)[C:5]=2[C:4]=1[NH2:30])[C:22]1[C:17](=CC(O)=C(F)C=1)OC1C3=CC(F)=C(O)C=1.[NH2:31]C1C(N)=CC2C(=CC=CC=2)C=1.N#[O+].[N]=O. (6) Given the product [NH2:7][C:8](=[O:11])[CH2:9][CH2:10][C:4]1[CH:3]=[C:2]([NH:1][C:17]2[N:22]=[C:21]([NH:23][C:24]3[C:33]([CH3:34])=[CH:32][CH:31]=[CH:30][C:25]=3[C:26]([NH:28][CH3:29])=[O:27])[C:20]([Cl:35])=[CH:19][N:18]=2)[CH:15]=[CH:14][C:5]=1[C:6]([CH3:13])=[CH2:12], predict the reactants needed to synthesize it. The reactants are: [NH2:1][C:2]1[CH:15]=[CH:14][C:5]2[C:6]([CH3:13])([CH3:12])[NH:7][C:8](=[O:11])[CH2:9][CH2:10][C:4]=2[CH:3]=1.Cl[C:17]1[N:22]=[C:21]([NH:23][C:24]2[C:33]([CH3:34])=[CH:32][CH:31]=[CH:30][C:25]=2[C:26]([NH:28][CH3:29])=[O:27])[C:20]([Cl:35])=[CH:19][N:18]=1.C12(CS(O)(=O)=O)C(C)(C)C(CC1)CC2=O. (7) Given the product [O:5]1[CH2:4][CH:3]=[C:2]([C:8]2[C:9]([NH2:14])=[N:10][CH:11]=[CH:12][CH:13]=2)[CH2:7][CH2:6]1, predict the reactants needed to synthesize it. The reactants are: O[C:2]1([C:8]2[C:9]([NH:14]C(=O)C(C)(C)C)=[N:10][CH:11]=[CH:12][CH:13]=2)[CH2:7][CH2:6][O:5][CH2:4][CH2:3]1.[OH-].[Na+]. (8) The reactants are: [NH2:1][C:2]1[CH:3]=[C:4]([CH:8]=[CH:9][C:10]=1[CH3:11])[C:5]([NH2:7])=[O:6].C(OC1C=CC(C(N)=O)=CC=1N=[C:26]=[S:27])(C)C. Given the product [N:1]([C:2]1[CH:3]=[C:4]([CH:8]=[CH:9][C:10]=1[CH3:11])[C:5]([NH2:7])=[O:6])=[C:26]=[S:27], predict the reactants needed to synthesize it.